This data is from NCI-60 drug combinations with 297,098 pairs across 59 cell lines. The task is: Regression. Given two drug SMILES strings and cell line genomic features, predict the synergy score measuring deviation from expected non-interaction effect. (1) Drug 1: CS(=O)(=O)CCNCC1=CC=C(O1)C2=CC3=C(C=C2)N=CN=C3NC4=CC(=C(C=C4)OCC5=CC(=CC=C5)F)Cl. Drug 2: CS(=O)(=O)OCCCCOS(=O)(=O)C. Cell line: SK-OV-3. Synergy scores: CSS=5.17, Synergy_ZIP=-5.13, Synergy_Bliss=-0.529, Synergy_Loewe=-15.2, Synergy_HSA=-2.37. (2) Drug 1: CC1OCC2C(O1)C(C(C(O2)OC3C4COC(=O)C4C(C5=CC6=C(C=C35)OCO6)C7=CC(=C(C(=C7)OC)O)OC)O)O. Drug 2: CN(CC1=CN=C2C(=N1)C(=NC(=N2)N)N)C3=CC=C(C=C3)C(=O)NC(CCC(=O)O)C(=O)O. Cell line: COLO 205. Synergy scores: CSS=56.2, Synergy_ZIP=-5.30, Synergy_Bliss=-2.09, Synergy_Loewe=-1.69, Synergy_HSA=1.71.